Dataset: Full USPTO retrosynthesis dataset with 1.9M reactions from patents (1976-2016). Task: Predict the reactants needed to synthesize the given product. (1) The reactants are: [OH:1][CH2:2][C:3](OC)([O:25]C)[CH2:4][O:5][CH2:6][C:7]1[CH:24]=[CH:23][C:10]([CH:11]=[C:12]2[C:17]3([CH3:21])[C:18]([CH3:20])([CH3:19])[CH:14]([CH2:15][CH2:16]3)[C:13]2=[O:22])=[CH:9][CH:8]=1.C(=O)([O-])O.[Na+]. Given the product [OH:1][CH2:2][C:3](=[O:25])[CH2:4][O:5][CH2:6][C:7]1[CH:8]=[CH:9][C:10]([CH:11]=[C:12]2[C:17]3([CH3:21])[C:18]([CH3:20])([CH3:19])[CH:14]([CH2:15][CH2:16]3)[C:13]2=[O:22])=[CH:23][CH:24]=1, predict the reactants needed to synthesize it. (2) Given the product [CH:24]1([C:5]2([CH2:9][CH2:10][C:11]3[CH:16]=[CH:15][C:14]([C:17]4[C:18]([CH3:23])=[N:19][O:20][C:21]=4[CH3:22])=[CH:13][CH:12]=3)[O:4][C:3](=[O:29])[C:2]([S:41][C:39]3[N:40]=[C:33]4[N:32]=[C:31]([CH3:30])[CH:36]=[C:35]([CH3:37])[N:34]4[N:38]=3)=[C:7]([OH:8])[CH2:6]2)[CH2:25][CH2:26][CH2:27][CH2:28]1, predict the reactants needed to synthesize it. The reactants are: Cl[C:2]1[C:3](=[O:29])[O:4][C:5]([CH:24]2[CH2:28][CH2:27][CH2:26][CH2:25]2)([CH2:9][CH2:10][C:11]2[CH:16]=[CH:15][C:14]([C:17]3[C:18]([CH3:23])=[N:19][O:20][C:21]=3[CH3:22])=[CH:13][CH:12]=2)[CH2:6][C:7]=1[OH:8].[CH3:30][C:31]1[CH:36]=[C:35]([CH3:37])[N:34]2[N:38]=[C:39]([SH:41])[N:40]=[C:33]2[N:32]=1. (3) Given the product [C:1]([N:8]1[CH2:13][CH2:12][C@@H:11]([NH:14][S:15]([CH2:18][CH3:19])(=[O:17])=[O:16])[C@H:10]([CH2:20][O:21][C:22]2[CH:27]=[CH:26][C:25]([CH2:28][CH2:29][C:30]#[N:31])=[CH:24][CH:23]=2)[CH2:9]1)(=[O:34])[CH3:2], predict the reactants needed to synthesize it. The reactants are: [CH2:1]([N:8]1[CH2:13][CH2:12][C@@H:11]([NH:14][S:15]([CH2:18][CH3:19])(=[O:17])=[O:16])[C@H:10]([CH2:20][O:21][C:22]2[CH:27]=[CH:26][C:25]([CH2:28][CH2:29][C:30]#[N:31])=[CH:24][CH:23]=2)[CH2:9]1)[C:2]1C=CC=CC=1.CC(O)=[O:34]. (4) Given the product [CH2:12]([O:14][C:15]1[CH:20]=[CH:19][C:18]([N:21]2[C:25]3=[N:26][CH:27]=[C:28](/[CH:30]=[CH:4]\[C:3]4[CH:6]=[CH:7][C:8]([CH2:9][CH3:10])=[CH:1][CH:2]=4)[CH:29]=[C:24]3[N:23]=[CH:22]2)=[CH:17][CH:16]=1)[CH3:13], predict the reactants needed to synthesize it. The reactants are: [CH2:1]([Li])[CH2:2][CH2:3][CH3:4].[CH3:6][CH2:7][CH2:8][CH2:9][CH2:10]C.[CH2:12]([O:14][C:15]1[CH:20]=[CH:19][C:18]([N:21]2[C:25]3=[N:26][CH:27]=[C:28]([CH:30]=O)[CH:29]=[C:24]3[N:23]=[CH:22]2)=[CH:17][CH:16]=1)[CH3:13].